This data is from Forward reaction prediction with 1.9M reactions from USPTO patents (1976-2016). The task is: Predict the product of the given reaction. (1) Given the reactants [CH2:1]([O:3][C:4](=[O:19])[C:5]([O:8][C:9]1[CH:14]=[CH:13][C:12]([CH:15]([NH2:17])[CH3:16])=[CH:11][C:10]=1[CH3:18])([CH3:7])[CH3:6])[CH3:2].[F:20][C:21]([F:38])([F:37])[C:22]1[CH:23]=[C:24]([C:28]2[CH:33]=[CH:32][C:31]([C:34](O)=[O:35])=[CH:30][CH:29]=2)[CH:25]=[CH:26][CH:27]=1, predict the reaction product. The product is: [CH2:1]([O:3][C:4](=[O:19])[C:5]([CH3:6])([O:8][C:9]1[CH:14]=[CH:13][C:12]([CH:15]([NH:17][C:34]([C:31]2[CH:30]=[CH:29][C:28]([C:24]3[CH:25]=[CH:26][CH:27]=[C:22]([C:21]([F:20])([F:37])[F:38])[CH:23]=3)=[CH:33][CH:32]=2)=[O:35])[CH3:16])=[CH:11][C:10]=1[CH3:18])[CH3:7])[CH3:2]. (2) Given the reactants [C:1]([O:6][C:7]1([CH2:17][CH3:18])[CH:14]2[CH2:15][CH:10]3[CH2:11][CH:12]([CH2:16][CH:8]1[CH2:9]3)[CH2:13]2)(=[O:5])[C:2]([CH3:4])=[CH2:3].C([O:22][C:23]1[CH:30]=[CH:29][C:26]([CH:27]=[CH2:28])=[CH:25][CH:24]=1)(=O)C.CO.C(O)(=O)C, predict the reaction product. The product is: [C:1]([O:6][C:7]1([CH2:17][CH3:18])[CH:8]2[CH2:16][CH:12]3[CH2:11][CH:10]([CH2:15][CH:14]1[CH2:13]3)[CH2:9]2)(=[O:5])[C:2]([CH3:4])=[CH2:3].[OH:22][C:23]1[CH:30]=[CH:29][C:26]([CH:27]=[CH2:28])=[CH:25][CH:24]=1. (3) Given the reactants Cl.CC1C2COC(=O)C=2C=CC=1CCN1CCNCC1.C(OC([N:28]1[CH2:33][CH2:32][N:31]([CH2:34][CH2:35][C:36]2[CH:45]=[CH:44][C:39]3[C:40](=[O:43])[O:41][CH2:42][C:38]=3[C:37]=2[CH2:46][CH3:47])[CH2:30][CH2:29]1)=O)(C)(C)C, predict the reaction product. The product is: [CH2:46]([C:37]1[C:38]2[CH2:42][O:41][C:40](=[O:43])[C:39]=2[CH:44]=[CH:45][C:36]=1[CH2:35][CH2:34][N:31]1[CH2:30][CH2:29][NH:28][CH2:33][CH2:32]1)[CH3:47]. (4) Given the reactants Br[C:2]1[CH:7]=[CH:6][CH:5]=[CH:4][C:3]=1[C:8]1[CH:9]=[CH:10][C:11](=[O:30])[N:12]([CH2:14][CH2:15][CH2:16][C:17]2[CH:18]=[C:19]([CH:27]=[CH:28][CH:29]=2)[O:20][CH2:21][C:22]([O:24][CH2:25][CH3:26])=[O:23])[CH:13]=1.[CH3:31][C:32]1[CH:37]=[CH:36][CH:35]=[C:34]([CH3:38])[C:33]=1B(O)O.C1(P(C2CCCCC2)C2C=CC=CC=2C2C(N(C)C)=CC=CC=2)CCCCC1.P([O-])([O-])([O-])=O.[K+].[K+].[K+].Cl, predict the reaction product. The product is: [CH3:31][C:32]1[CH:37]=[CH:36][CH:35]=[C:34]([CH3:38])[C:33]=1[C:2]1[CH:7]=[CH:6][CH:5]=[CH:4][C:3]=1[C:8]1[CH:9]=[CH:10][C:11](=[O:30])[N:12]([CH2:14][CH2:15][CH2:16][C:17]2[CH:18]=[C:19]([CH:27]=[CH:28][CH:29]=2)[O:20][CH2:21][C:22]([O:24][CH2:25][CH3:26])=[O:23])[CH:13]=1. (5) Given the reactants Cl[CH2:2][C:3]1[N:7]=[C:6]([C:8]2[CH:13]=[CH:12][CH:11]=[C:10]([Cl:14])[CH:9]=2)[O:5][N:4]=1.[NH:15]1[CH2:20][CH2:19][NH:18][CH2:17][CH2:16]1.C(=O)([O-])[O-].[K+].[K+], predict the reaction product. The product is: [Cl:14][C:10]1[CH:9]=[C:8]([C:6]2[O:5][N:4]=[C:3]([CH2:2][N:15]3[CH2:20][CH2:19][NH:18][CH2:17][CH2:16]3)[N:7]=2)[CH:13]=[CH:12][CH:11]=1. (6) Given the reactants [N:1]1([CH2:7][CH2:8][OH:9])[CH2:6][CH2:5][CH2:4][CH2:3][CH2:2]1.Cl[C:11]1[N:16]=[CH:15][C:14](/[C:17](/[C:27]2[CH:32]=[CH:31][C:30]([OH:33])=[CH:29][CH:28]=2)=[C:18](\[C:21]2[CH:26]=[CH:25][CH:24]=[CH:23][CH:22]=2)/[CH2:19][CH3:20])=[CH:13][CH:12]=1, predict the reaction product. The product is: [C:21]1(/[C:18](/[CH2:19][CH3:20])=[C:17](/[C:27]2[CH:32]=[CH:31][C:30]([OH:33])=[CH:29][CH:28]=2)\[C:14]2[CH:15]=[N:16][C:11]([O:9][CH2:8][CH2:7][N:1]3[CH2:6][CH2:5][CH2:4][CH2:3][CH2:2]3)=[CH:12][CH:13]=2)[CH:22]=[CH:23][CH:24]=[CH:25][CH:26]=1. (7) The product is: [CH3:18][N:19]([CH3:20])[CH2:11][CH2:10][C:8]1[S:7][C:6]2[CH:17]=[C:2]([CH3:1])[CH:3]=[CH:4][C:5]=2[CH:9]=1. Given the reactants [CH3:1][C:2]1[CH:3]=[CH:4][C:5]2[CH:9]=[C:8]([CH2:10][CH2:11]OS(C)(=O)=O)[S:7][C:6]=2[CH:17]=1.[CH3:18][NH:19][CH3:20], predict the reaction product.